From a dataset of Full USPTO retrosynthesis dataset with 1.9M reactions from patents (1976-2016). Predict the reactants needed to synthesize the given product. Given the product [Cl:8][C:6]1[CH:5]=[C:4]([C:9]2([C:27]([F:28])([F:30])[F:29])[O:13][N:12]=[C:11]([C:14]3[C:23]4[C:18](=[CH:19][CH:20]=[CH:21][CH:22]=4)[C:17]([C:24]([NH:71][CH2:70][C:69]([F:73])([F:72])[F:68])=[O:25])=[CH:16][CH:15]=3)[CH2:10]2)[CH:3]=[C:2]([Cl:1])[CH:7]=1, predict the reactants needed to synthesize it. The reactants are: [Cl:1][C:2]1[CH:3]=[C:4]([C:9]2([C:27]([F:30])([F:29])[F:28])[O:13][N:12]=[C:11]([C:14]3[C:23]4[C:18](=[CH:19][CH:20]=[CH:21][CH:22]=4)[C:17]([C:24](O)=[O:25])=[CH:16][CH:15]=3)[CH2:10]2)[CH:5]=[C:6]([Cl:8])[CH:7]=1.ClC1C=C(C2(C(F)(F)F)ON=C(C3C4C(=CC=CC=4)C(C(OC)=O)=CC=3)C2)C=C(Cl)C=1.CCCP(=O)=O.[F:68][C:69]([F:73])([F:72])[CH2:70][NH2:71].